From a dataset of NCI-60 drug combinations with 297,098 pairs across 59 cell lines. Regression. Given two drug SMILES strings and cell line genomic features, predict the synergy score measuring deviation from expected non-interaction effect. (1) Drug 1: CCCCCOC(=O)NC1=NC(=O)N(C=C1F)C2C(C(C(O2)C)O)O. Drug 2: CCN(CC)CCCC(C)NC1=C2C=C(C=CC2=NC3=C1C=CC(=C3)Cl)OC. Cell line: HT29. Synergy scores: CSS=24.2, Synergy_ZIP=-0.323, Synergy_Bliss=0.921, Synergy_Loewe=0.843, Synergy_HSA=1.03. (2) Drug 1: CC(C1=C(C=CC(=C1Cl)F)Cl)OC2=C(N=CC(=C2)C3=CN(N=C3)C4CCNCC4)N. Drug 2: C1=NC(=NC(=O)N1C2C(C(C(O2)CO)O)O)N. Cell line: IGROV1. Synergy scores: CSS=7.67, Synergy_ZIP=0.0333, Synergy_Bliss=4.88, Synergy_Loewe=3.68, Synergy_HSA=3.76. (3) Drug 1: CCC(=C(C1=CC=CC=C1)C2=CC=C(C=C2)OCCN(C)C)C3=CC=CC=C3.C(C(=O)O)C(CC(=O)O)(C(=O)O)O. Drug 2: CC(C)CN1C=NC2=C1C3=CC=CC=C3N=C2N. Cell line: K-562. Synergy scores: CSS=18.1, Synergy_ZIP=-11.3, Synergy_Bliss=-10.9, Synergy_Loewe=-7.05, Synergy_HSA=-7.70. (4) Drug 1: CCC1(CC2CC(C3=C(CCN(C2)C1)C4=CC=CC=C4N3)(C5=C(C=C6C(=C5)C78CCN9C7C(C=CC9)(C(C(C8N6C=O)(C(=O)OC)O)OC(=O)C)CC)OC)C(=O)OC)O.OS(=O)(=O)O. Drug 2: COC1=C2C(=CC3=C1OC=C3)C=CC(=O)O2. Cell line: TK-10. Synergy scores: CSS=-0.770, Synergy_ZIP=0.248, Synergy_Bliss=-3.73, Synergy_Loewe=-0.326, Synergy_HSA=-6.34. (5) Drug 1: C1=CC(=C2C(=C1NCCNCCO)C(=O)C3=C(C=CC(=C3C2=O)O)O)NCCNCCO. Drug 2: C#CCC(CC1=CN=C2C(=N1)C(=NC(=N2)N)N)C3=CC=C(C=C3)C(=O)NC(CCC(=O)O)C(=O)O. Cell line: BT-549. Synergy scores: CSS=44.6, Synergy_ZIP=2.86, Synergy_Bliss=3.37, Synergy_Loewe=4.65, Synergy_HSA=4.49. (6) Drug 1: CCN(CC)CCNC(=O)C1=C(NC(=C1C)C=C2C3=C(C=CC(=C3)F)NC2=O)C. Drug 2: N.N.Cl[Pt+2]Cl. Cell line: SK-MEL-28. Synergy scores: CSS=22.7, Synergy_ZIP=-2.37, Synergy_Bliss=-1.15, Synergy_Loewe=-7.06, Synergy_HSA=-3.18.